Dataset: Forward reaction prediction with 1.9M reactions from USPTO patents (1976-2016). Task: Predict the product of the given reaction. (1) Given the reactants [NH2:1][CH2:2][CH2:3][C:4]1[N:5]=[C:6]([NH:9][C:10]2[C:15]([O:16][CH2:17][C:18]3[CH:23]=[CH:22][CH:21]=[CH:20][CH:19]=3)=[CH:14][CH:13]=[CH:12][N:11]=2)[S:7][CH:8]=1.C(N(CC)CC)C.[C:31]([Cl:34])(=[O:33])[CH3:32], predict the reaction product. The product is: [ClH:34].[CH2:17]([O:16][C:15]1[C:10]([NH:9][C:6]2[S:7][CH:8]=[C:4]([CH2:3][CH2:2][NH:1][C:31](=[O:33])[CH3:32])[N:5]=2)=[N:11][CH:12]=[CH:13][CH:14]=1)[C:18]1[CH:23]=[CH:22][CH:21]=[CH:20][CH:19]=1. (2) Given the reactants [C:1]([O:5][C:6](=[O:24])[NH:7][C:8]1[CH2:9][O:10][CH2:11][C:12]([C:16]2[CH:21]=[C:20](Br)[CH:19]=[CH:18][C:17]=2[F:23])([CH2:14][F:15])[N:13]=1)([CH3:4])([CH3:3])[CH3:2].C[NH:26][C@@H]1CCCC[C@H]1NC.[N-]=[N+]=[N-].[Na+].O=C1O[C@H]([C@H](CO)O)C([O-])=C1O.[Na+], predict the reaction product. The product is: [C:1]([O:5][C:6](=[O:24])[NH:7][C:8]1[CH2:9][O:10][CH2:11][C:12]([C:16]2[CH:21]=[C:20]([NH2:26])[CH:19]=[CH:18][C:17]=2[F:23])([CH2:14][F:15])[N:13]=1)([CH3:4])([CH3:3])[CH3:2]. (3) Given the reactants [CH2:1]([O:3][C:4]([C:6]1[NH:7][C:8]2[C:13]([CH:14]=1)=[C:12]([O:15][C:16]1[CH:21]=[C:20]([F:22])[CH:19]=[C:18]([F:23])[C:17]=1[N+:24]([O-])=O)[CH:11]=[CH:10][CH:9]=2)=[O:5])[CH3:2], predict the reaction product. The product is: [CH2:1]([O:3][C:4]([C:6]1[NH:7][C:8]2[C:13]([CH:14]=1)=[C:12]([O:15][C:16]1[CH:21]=[C:20]([F:22])[CH:19]=[C:18]([F:23])[C:17]=1[NH2:24])[CH:11]=[CH:10][CH:9]=2)=[O:5])[CH3:2]. (4) Given the reactants [O:1]1[CH2:5][CH2:4][O:3][C:2]21[CH2:11][CH:10]1[NH:12][CH:7]([CH2:8][CH2:9]1)[CH2:6]2.Br[C:14]1[CH:19]=[CH:18][C:17]([C:20]([CH3:23])([CH3:22])[CH3:21])=[CH:16][CH:15]=1.CC(C)([O-])C.[Na+].C1(P(C2CCCCC2)C2C=CC=CC=2C2C(C(C)C)=CC(C(C)C)=CC=2C(C)C)CCCCC1, predict the reaction product. The product is: [C:20]([C:17]1[CH:18]=[CH:19][C:14]([N:12]2[CH:10]3[CH2:9][CH2:8][CH:7]2[CH2:6][C:2]2([CH2:11]3)[O:3][CH2:4][CH2:5][O:1]2)=[CH:15][CH:16]=1)([CH3:23])([CH3:22])[CH3:21]. (5) Given the reactants [N+:1]([C:4]1[NH:8][N:7]=[C:6]([CH2:9]O)[CH:5]=1)([O-:3])=[O:2].O=S(Cl)[Cl:13], predict the reaction product. The product is: [Cl:13][CH2:9][C:6]1[CH:5]=[C:4]([N+:1]([O-:3])=[O:2])[NH:8][N:7]=1.